This data is from Forward reaction prediction with 1.9M reactions from USPTO patents (1976-2016). The task is: Predict the product of the given reaction. (1) The product is: [O:1]=[C:2]1[NH:6][C:5](=[O:7])[CH:4]([CH2:8][C:9]2[CH:10]=[CH:11][C:12]([O:13][CH2:14][CH2:15][O:16][C:17]3[CH:26]=[CH:25][C:20]([C:21]([OH:23])=[O:22])=[CH:19][CH:18]=3)=[CH:27][CH:28]=2)[S:3]1. Given the reactants [O:1]=[C:2]1[NH:6][C:5](=[O:7])[CH:4]([CH2:8][C:9]2[CH:28]=[CH:27][C:12]([O:13][CH2:14][CH2:15][O:16][C:17]3[CH:26]=[CH:25][C:20]([C:21]([O:23]C)=[O:22])=[CH:19][CH:18]=3)=[CH:11][CH:10]=2)[S:3]1.Cl, predict the reaction product. (2) Given the reactants Cl[C:2]1[CH:8]=[CH:7][C:6]([N:9]2[CH2:14][CH2:13][O:12][CH2:11][CH2:10]2)=[CH:5][C:3]=1[NH2:4].C1(P(C2CCCCC2)C2(OC)CC=CC(OC)=C2C2C=CC=CC=2)CCCCC1.COC1C=CC=C(OC)C=1C1C=CC=CC=1P(C1CCCCC1)C1CCCCC1.[CH3:73][O:74][C:75]1[N:80]=[CH:79][C:78](B(O)O)=[CH:77][CH:76]=1.[O-]P([O-])([O-])=O.[K+].[K+].[K+], predict the reaction product. The product is: [CH3:73][O:74][C:75]1[N:80]=[CH:79][C:78]([C:2]2[CH:8]=[CH:7][C:6]([N:9]3[CH2:14][CH2:13][O:12][CH2:11][CH2:10]3)=[CH:5][C:3]=2[NH2:4])=[CH:77][CH:76]=1. (3) The product is: [Cl:8][C:7]1[C:2]([I:12])=[N:3][CH:4]=[C:5]([N+:9]([O-:11])=[O:10])[CH:6]=1. Given the reactants Cl[C:2]1[C:7]([Cl:8])=[CH:6][C:5]([N+:9]([O-:11])=[O:10])=[CH:4][N:3]=1.[I-:12].[K+], predict the reaction product. (4) Given the reactants Br[C:2]1[N:3]=[C:4]2[CH:10]=[CH:9][NH:8][C:5]2=[N:6][CH:7]=1.[CH:11]([S:14]([C:17]1[CH:22]=[CH:21][C:20](B(O)O)=[CH:19][CH:18]=1)(=[O:16])=[O:15])([CH3:13])[CH3:12].O1CCOCC1.C([O-])([O-])=O.[Na+].[Na+], predict the reaction product. The product is: [CH:11]([S:14]([C:17]1[CH:22]=[CH:21][C:20]([C:2]2[N:3]=[C:4]3[CH:10]=[CH:9][NH:8][C:5]3=[N:6][CH:7]=2)=[CH:19][CH:18]=1)(=[O:15])=[O:16])([CH3:13])[CH3:12]. (5) The product is: [C:5]([C:36]1([NH:7][C:8]2[CH:9]=[CH:10][C:11]3[O:12][C:13]4[C:18](=[CH:17][CH:16]=[CH:15][C:14]=4[C:22]4[NH:27][C:26](=[O:28])[CH:25]=[C:24]([N:29]5[CH2:34][CH2:33][O:32][CH2:31][CH2:30]5)[CH:23]=4)[CH2:19][C:20]=3[CH:21]=2)[CH2:41][CH2:40][N:39]([C:42]([O:44][C:45]([CH3:48])([CH3:47])[CH3:46])=[O:43])[CH2:38][CH2:37]1)#[N:6]. Given the reactants C[Si]([C:5]#[N:6])(C)C.[NH2:7][C:8]1[CH:21]=[C:20]2[C:11]([O:12][C:13]3[C:14]([C:22]4[NH:27][C:26](=[O:28])[CH:25]=[C:24]([N:29]5[CH2:34][CH2:33][O:32][CH2:31][CH2:30]5)[CH:23]=4)=[CH:15][CH:16]=[CH:17][C:18]=3[CH2:19]2)=[CH:10][CH:9]=1.O=[C:36]1[CH2:41][CH2:40][N:39]([C:42]([O:44][C:45]([CH3:48])([CH3:47])[CH3:46])=[O:43])[CH2:38][CH2:37]1.O.N, predict the reaction product. (6) Given the reactants [Br:1][C:2]1[CH:7]=[CH:6][C:5]([F:8])=[CH:4][C:3]=1[CH2:9][CH2:10][S:11]([OH:14])(=O)=[O:12].[Na].S(Cl)([Cl:18])=O.CN(C)C=O, predict the reaction product. The product is: [Br:1][C:2]1[CH:7]=[CH:6][C:5]([F:8])=[CH:4][C:3]=1[CH2:9][CH2:10][S:11]([Cl:18])(=[O:14])=[O:12]. (7) Given the reactants Cl[C:2]1[C:14]2[N:13]=[C:12]3[N:7]([CH2:8][CH2:9][O:10][C:11]3([CH3:16])[CH3:15])[C:6]=2[N:5]=[C:4]([Cl:17])[N:3]=1.[CH3:18][C@H:19]1[O:24][C@@H:23]([CH3:25])[CH2:22][NH:21][CH2:20]1.C(N(CC)CC)C, predict the reaction product. The product is: [Cl:17][C:4]1[N:3]=[C:2]([N:21]2[CH2:20][C@H:19]([CH3:18])[O:24][C@H:23]([CH3:25])[CH2:22]2)[C:14]2[N:13]=[C:12]3[N:7]([C:6]=2[N:5]=1)[CH2:8][CH2:9][O:10][C:11]3([CH3:16])[CH3:15]. (8) Given the reactants [CH3:1][O:2][C:3](=[O:15])[C:4]1[CH:12]=[CH:11][C:7]([C:8]([OH:10])=O)=[C:6]([O:13][CH3:14])[CH:5]=1.C(Cl)CCl.C1C=[N:24][C:23]2N(O)N=NC=2C=1.CCN(C(C)C)C(C)C.CN[CH2:41][CH2:42][N:43]1[CH2:48][CH2:47][CH:46]([O:49][C:50](=[O:64])[NH:51][C:52]2[CH:57]=[CH:56][CH:55]=[CH:54][C:53]=2[C:58]2[CH:63]=[CH:62][CH:61]=[CH:60][CH:59]=2)[CH2:45][CH2:44]1, predict the reaction product. The product is: [CH3:1][O:2][C:3](=[O:15])[C:4]1[CH:12]=[CH:11][C:7]([C:8]([NH:24][CH3:23])=[O:10])=[C:6]([O:13][CH3:14])[C:5]=1[CH2:41][CH2:42][N:43]1[CH2:44][CH2:45][CH:46]([O:49][C:50](=[O:64])[NH:51][C:52]2[CH:57]=[CH:56][CH:55]=[CH:54][C:53]=2[C:58]2[CH:63]=[CH:62][CH:61]=[CH:60][CH:59]=2)[CH2:47][CH2:48]1. (9) The product is: [NH:1]1[C:9]2[C:4](=[CH:5][C:6]([NH:10][C:11]3[CH:19]=[CH:18][CH:17]=[CH:16][C:12]=3[C:13]([N:23]([CH3:24])[CH3:21])=[O:15])=[CH:7][CH:8]=2)[CH:3]=[N:2]1. Given the reactants [NH:1]1[C:9]2[C:4](=[CH:5][C:6]([NH:10][C:11]3[CH:19]=[CH:18][CH:17]=[CH:16][C:12]=3[C:13]([OH:15])=O)=[CH:7][CH:8]=2)[CH:3]=[N:2]1.Cl.[CH2:21]([N:23]=[C:24]=NCCCN(C)C)C.OC1C2N=NNC=2C=CC=1.CNC.C(=O)([O-])O.[Na+], predict the reaction product. (10) Given the reactants C([O:3][C:4](=[O:26])[C:5]([S:15]([C:18]1[CH:23]=[CH:22][C:21]([O:24][CH3:25])=[CH:20][CH:19]=1)(=[O:17])=[O:16])([CH3:14])[CH2:6][C:7]1[CH:12]=[CH:11][C:10]([Br:13])=[CH:9][CH:8]=1)C.C(OC(=O)C(S(C1C=CC(OC)=CC=1)(=O)=O)C)C.BrC1C=CC(CBr)=CC=1, predict the reaction product. The product is: [Br:13][C:10]1[CH:9]=[CH:8][C:7]([CH2:6][C:5]([S:15]([C:18]2[CH:19]=[CH:20][C:21]([O:24][CH3:25])=[CH:22][CH:23]=2)(=[O:17])=[O:16])([CH3:14])[C:4]([OH:26])=[O:3])=[CH:12][CH:11]=1.